This data is from Full USPTO retrosynthesis dataset with 1.9M reactions from patents (1976-2016). The task is: Predict the reactants needed to synthesize the given product. (1) Given the product [CH2:4]([C:6]1[CH:11]=[C:10]([OH:12])[C:9]([F:13])=[CH:8][C:7]=1[C:14]1[CH:22]=[C:21]2[C:17]([C:18]([C:23]3[NH:24][C:25]4[CH2:30][CH2:29][N:28]([C:43]([C:42]5[CH:41]=[N:40][C:39]([O:32][C:33]6[CH:34]=[CH:35][CH:36]=[CH:37][CH:38]=6)=[CH:47][CH:46]=5)=[O:44])[CH2:27][C:26]=4[N:31]=3)=[N:19][NH:20]2)=[CH:16][CH:15]=1)[CH3:5], predict the reactants needed to synthesize it. The reactants are: Br.Br.Br.[CH2:4]([C:6]1[C:7]([C:14]2[CH:22]=[C:21]3[C:17]([C:18]([C:23]4[NH:24][C:25]5[CH2:30][CH2:29][NH:28][CH2:27][C:26]=5[N:31]=4)=[N:19][NH:20]3)=[CH:16][CH:15]=2)=[CH:8][C:9]([F:13])=[C:10]([OH:12])[CH:11]=1)[CH3:5].[O:32]([C:39]1[CH:47]=[CH:46][C:42]([C:43](O)=[O:44])=[CH:41][N:40]=1)[C:33]1[CH:38]=[CH:37][CH:36]=[CH:35][CH:34]=1. (2) Given the product [Cl:1][C:2]1[S:6][C:5]([C:7]([NH:9][CH2:10][C:11]2[CH:15]=[CH:14][N:13]([C:16]3[CH:21]=[CH:20][C:19]([N:25]4[CH:26]=[CH:27][CH:28]=[CH:29][C:24]4=[O:23])=[CH:18][CH:17]=3)[CH:12]=2)=[O:8])=[CH:4][CH:3]=1, predict the reactants needed to synthesize it. The reactants are: [Cl:1][C:2]1[S:6][C:5]([C:7]([NH:9][CH2:10][C:11]2[CH:15]=[CH:14][N:13]([C:16]3[CH:21]=[CH:20][C:19](I)=[CH:18][CH:17]=3)[CH:12]=2)=[O:8])=[CH:4][CH:3]=1.[OH:23][C:24]1[CH:29]=[CH:28][CH:27]=[CH:26][N:25]=1.OC1C=CC=C2C=1N=CC=C2.C([O-])([O-])=O.[K+].[K+]. (3) Given the product [CH:25]1([CH2:28][O:29][C:30]2[CH:35]=[C:34]([O:36][CH3:37])[C:33]([F:38])=[CH:32][C:31]=2[C:2]2[C:3]3[N:11]([CH2:12][O:13][CH2:14][CH2:15][Si:16]([CH3:19])([CH3:18])[CH3:17])[C:10]([CH3:20])=[C:9]([C:21]([O:23][CH3:24])=[O:22])[C:4]=3[N:5]=[C:6]([CH3:8])[N:7]=2)[CH2:26][CH2:27]1, predict the reactants needed to synthesize it. The reactants are: Cl[C:2]1[C:3]2[N:11]([CH2:12][O:13][CH2:14][CH2:15][Si:16]([CH3:19])([CH3:18])[CH3:17])[C:10]([CH3:20])=[C:9]([C:21]([O:23][CH3:24])=[O:22])[C:4]=2[N:5]=[C:6]([CH3:8])[N:7]=1.[CH:25]1([CH2:28][O:29][C:30]2[CH:35]=[C:34]([O:36][CH3:37])[C:33]([F:38])=[CH:32][C:31]=2B2OC(C)(C)C(C)(C)O2)[CH2:27][CH2:26]1. (4) Given the product [C:30]([N:15]1[CH2:16][CH2:17][N:12]([C:6]2[N:5]3[CH:18]=[N:19][CH:20]=[C:4]3[C:3]([Cl:2])=[CH:8][C:7]=2[C:9](=[O:11])[CH3:10])[CH2:13][CH2:14]1)(=[O:32])[CH3:31], predict the reactants needed to synthesize it. The reactants are: Cl.[Cl:2][C:3]1[C:4]2[N:5]([CH:18]=[N:19][CH:20]=2)[C:6]([N:12]2[CH2:17][CH2:16][NH:15][CH2:14][CH2:13]2)=[C:7]([C:9](=[O:11])[CH3:10])[CH:8]=1.C(N(CC)C(C)C)(C)C.[C:30](Cl)(=[O:32])[CH3:31]. (5) The reactants are: [CH2:1]([O:8][C:9]1[CH:14]=[CH:13][C:12]([NH2:15])=[CH:11][C:10]=1[C:16]1[N:17]([CH3:22])[N:18]=[CH:19][C:20]=1[Br:21])[C:2]1[CH:7]=[CH:6][CH:5]=[CH:4][CH:3]=1.[F:23][C:24]1[CH:29]=[CH:28][C:27]([N:30]=[C:31]=[O:32])=[CH:26][CH:25]=1. Given the product [CH2:1]([O:8][C:9]1[CH:14]=[CH:13][C:12]([NH:15][C:31]([NH:30][C:27]2[CH:28]=[CH:29][C:24]([F:23])=[CH:25][CH:26]=2)=[O:32])=[CH:11][C:10]=1[C:16]1[N:17]([CH3:22])[N:18]=[CH:19][C:20]=1[Br:21])[C:2]1[CH:3]=[CH:4][CH:5]=[CH:6][CH:7]=1, predict the reactants needed to synthesize it. (6) Given the product [Cl:27][C:28]1[CH:29]=[C:30]([C:34]2[N:37]=[C:24]([CH:11]3[CH2:10][CH:9]([C:6]4[CH:5]=[CH:4][C:3]([CH2:1][CH3:2])=[CH:8][CH:7]=4)[CH2:14][N:13]([C:15]([N:17]4[CH2:18][CH2:19][CH:20]([OH:23])[CH2:21][CH2:22]4)=[O:16])[CH2:12]3)[O:36][N:35]=2)[CH:31]=[CH:32][CH:33]=1, predict the reactants needed to synthesize it. The reactants are: [CH2:1]([C:3]1[CH:8]=[CH:7][C:6]([CH:9]2[CH2:14][N:13]([C:15]([N:17]3[CH2:22][CH2:21][CH:20]([OH:23])[CH2:19][CH2:18]3)=[O:16])[CH2:12][CH:11]([C:24](O)=O)[CH2:10]2)=[CH:5][CH:4]=1)[CH3:2].[Cl:27][C:28]1[CH:29]=[C:30]([C:34](=[NH:37])[NH:35][OH:36])[CH:31]=[CH:32][CH:33]=1.